This data is from Catalyst prediction with 721,799 reactions and 888 catalyst types from USPTO. The task is: Predict which catalyst facilitates the given reaction. (1) Reactant: C(O[BH-](OC(=O)C)OC(=O)C)(=O)C.[Na+].[ClH:15].[CH3:16][CH:17]([NH:19][C:20]1[C:25]([C:26]#[N:27])=[CH:24][C:23]([C:28]2[O:32][N:31]=[C:30]([C:33]3[C:34]([CH3:43])=[C:35]4[C:40](=[CH:41][CH:42]=3)[CH2:39][NH:38][CH2:37][CH2:36]4)[N:29]=2)=[CH:22][N:21]=1)[CH3:18].CC1(C)[O:50][CH2:49][C:48](=O)[CH2:47][O:46]1.C(=O)([O-])O.[Na+]. Product: [ClH:15].[OH:46][CH2:47][CH:48]([N:38]1[CH2:37][CH2:36][C:35]2[C:40](=[CH:41][CH:42]=[C:33]([C:30]3[N:29]=[C:28]([C:23]4[CH:24]=[C:25]([C:26]#[N:27])[C:20]([NH:19][CH:17]([CH3:16])[CH3:18])=[N:21][CH:22]=4)[O:32][N:31]=3)[C:34]=2[CH3:43])[CH2:39]1)[CH2:49][OH:50]. The catalyst class is: 2. (2) Reactant: F[C:2]1[CH:9]=[CH:8][C:5]([CH:6]=[O:7])=[CH:4][C:3]=1[C:10]([F:13])([F:12])[F:11].[CH3:14][S-:15].[Na+]. Product: [CH3:14][S:15][C:2]1[CH:9]=[CH:8][C:5]([CH:6]=[O:7])=[CH:4][C:3]=1[C:10]([F:13])([F:12])[F:11]. The catalyst class is: 3. (3) Reactant: [CH3:1][NH:2][CH3:3].[CH2:4]=O.[CH3:6][O:7][C:8]1[CH:13]=[C:12]([CH:14]=[O:15])[CH:11]=[CH:10][C:9]=1[OH:16]. Product: [CH3:1][N:2]([CH2:4][C:10]1[CH:11]=[C:12]([CH:13]=[C:8]([O:7][CH3:6])[C:9]=1[OH:16])[CH:14]=[O:15])[CH3:3]. The catalyst class is: 8. (4) Product: [Br:1][C:2]1[CH:3]=[CH:4][CH:5]=[C:6]2[C:10]=1[NH:9][C:8]([C:11]([O:13][CH2:14][CH3:15])=[O:12])=[C:7]2[CH2:16][CH2:17][CH2:18][I:20]. Reactant: [Br:1][C:2]1[CH:3]=[CH:4][CH:5]=[C:6]2[C:10]=1[NH:9][C:8]([C:11]([O:13][CH2:14][CH3:15])=[O:12])=[C:7]2[CH2:16][CH2:17][CH2:18]O.[I:20]I.C1(P(C2C=CC=CC=2)C2C=CC=CC=2)C=CC=CC=1.N1C=CN=C1.C([O-])(O)=O.[Na+]. The catalyst class is: 4. (5) Reactant: [Cl:1][C:2]1[CH:3]=[C:4]([NH:8][C:9]2[N:14]=[C:13]([C:15]3[CH:20]=[CH:19][N:18]=[C:17]([NH:21][NH2:22])[CH:16]=3)[CH:12]=[CH:11][N:10]=2)[CH:5]=[CH:6][CH:7]=1.[C:23](O)(=[O:29])[CH2:24][CH2:25][C:26]([CH3:28])=O. Product: [Cl:1][C:2]1[CH:3]=[C:4]([NH:8][C:9]2[N:14]=[C:13]([C:15]3[CH:20]=[CH:19][N:18]=[C:17]([N:21]4[C:23](=[O:29])[CH2:24][CH2:25][C:26]([CH3:28])=[N:22]4)[CH:16]=3)[CH:12]=[CH:11][N:10]=2)[CH:5]=[CH:6][CH:7]=1. The catalyst class is: 51.